This data is from Full USPTO retrosynthesis dataset with 1.9M reactions from patents (1976-2016). The task is: Predict the reactants needed to synthesize the given product. (1) Given the product [CH2:24]([C:31]1[O:32][C:33]([CH3:37])=[C:34]([CH3:36])[C:35]=1[C:6]([C:5]1[CH:9]=[C:10]([CH2:14][CH3:15])[C:11]([O:12][CH3:13])=[C:3]([CH2:1][CH3:2])[CH:4]=1)=[O:8])[C:25]1[CH:26]=[CH:27][CH:28]=[CH:29][CH:30]=1, predict the reactants needed to synthesize it. The reactants are: [CH2:1]([C:3]1[CH:4]=[C:5]([CH:9]=[C:10]([CH2:14][CH3:15])[C:11]=1[O:12][CH3:13])[C:6]([OH:8])=O)[CH3:2].C(Cl)(=O)C(Cl)=O.[Sn].[Cl-].[CH2:24]([C:31]1[O:32][C:33]([CH3:37])=[C:34]([CH3:36])[CH:35]=1)[C:25]1[CH:30]=[CH:29][CH:28]=[CH:27][CH:26]=1. (2) Given the product [Cl:64][C:65]1[CH:70]=[CH:69][C:68]([CH2:71][NH:72][C:17](=[O:19])[CH2:16][C@@H:11]2[CH2:10][CH:9]=[CH:8][CH2:7][CH2:6][C:5](=[O:24])[O:4][C@H:3]([C:25]3[CH:26]=[CH:27][CH:28]=[CH:29][CH:30]=3)[C@H:2]([CH3:1])[N:13]([CH3:14])[C:12]2=[O:15])=[CH:67][CH:66]=1, predict the reactants needed to synthesize it. The reactants are: [CH3:1][C@@H:2]1[N:13]([CH3:14])[C:12](=[O:15])[C@H:11]([CH2:16][C:17]([O:19]C(C)(C)C)=O)[CH2:10][CH:9]=[CH:8][CH2:7][CH2:6][C:5](=[O:24])[O:4][C@@H:3]1[C:25]1[CH:30]=[CH:29][CH:28]=[CH:27][CH:26]=1.FC(F)(F)C(O)=O.C[C@@H]1N(C)C(=O)[C@H](CC(O)=O)CC=CCCC(=O)O[C@@H]1C1C=CC=CC=1.[Cl:64][C:65]1[CH:70]=[CH:69][C:68]([CH2:71][NH2:72])=[CH:67][CH:66]=1. (3) Given the product [C:6]([CH:5]([CH2:9][C:10]1[CH:15]=[CH:14][C:13]([O:16][CH2:17][CH2:18][O:19][C:20]2[CH:29]=[CH:28][C:27]3[C:22](=[CH:23][CH:24]=[CH:25][CH:26]=3)[CH:21]=2)=[CH:12][CH:11]=1)[C:3]([O:2][CH3:1])=[O:4])(=[O:7])[NH2:34], predict the reactants needed to synthesize it. The reactants are: [CH3:1][O:2][C:3]([CH:5]([CH2:9][C:10]1[CH:15]=[CH:14][C:13]([O:16][CH2:17][CH2:18][O:19][C:20]2[CH:29]=[CH:28][C:27]3[C:22](=[CH:23][CH:24]=[CH:25][CH:26]=3)[CH:21]=2)=[CH:12][CH:11]=1)[C:6](O)=[O:7])=[O:4].S(Cl)(Cl)=O.[NH3:34].